From a dataset of Reaction yield outcomes from USPTO patents with 853,638 reactions. Predict the reaction yield, written as a fraction of the theoretical maximum amount of product (1.0 means a 100% yield; for example, 0.34 means a 34% yield). (1) The reactants are [O:1]1[CH2:6][CH2:5][N:4]([CH2:7][CH:8]([OH:23])[CH2:9][C:10]([F:22])([F:21])[C:11]([F:20])([F:19])[C:12]([F:18])([F:17])[C:13]([F:16])([F:15])[F:14])[CH2:3][CH2:2]1.[C:24](OC(=O)C)(=[O:26])[CH3:25]. No catalyst specified. The product is [C:24]([O:23][CH:8]([CH2:9][C:10]([F:21])([F:22])[C:11]([F:19])([F:20])[C:12]([F:17])([F:18])[C:13]([F:16])([F:14])[F:15])[CH2:7][N:4]1[CH2:5][CH2:6][O:1][CH2:2][CH2:3]1)(=[O:26])[CH3:25]. The yield is 0.950. (2) The yield is 0.190. The reactants are Cl[CH2:2][C:3]1[CH:13]=[CH:12][C:6]2[N:7]=[C:8]([S:10][CH3:11])[S:9][C:5]=2[CH:4]=1.[NH:14]1[CH:18]=[C:17]([C:19]([O:21][CH3:22])=[O:20])[N:16]=[CH:15]1.C([O-])([O-])=O.[K+].[K+]. The product is [CH3:11][S:10][C:8]1[S:9][C:5]2[CH:4]=[C:3]([CH2:2][N:14]3[CH:18]=[C:17]([C:19]([O:21][CH3:22])=[O:20])[N:16]=[CH:15]3)[CH:13]=[CH:12][C:6]=2[N:7]=1. The catalyst is CN(C=O)C. (3) The reactants are [CH3:1][C:2]1[CH:10]=[CH:9][C:5]2[N:6]=[CH:7][O:8][C:4]=2[CH:3]=1.[Br:11]N1C(=O)CCC1=O.N(C(C)(C)C#N)=NC(C)(C)C#N. The catalyst is C(Cl)(Cl)(Cl)Cl. The product is [Br:11][CH2:1][C:2]1[CH:10]=[CH:9][C:5]2[N:6]=[CH:7][O:8][C:4]=2[CH:3]=1. The yield is 0.380. (4) The reactants are [NH2:1][C@@H:2]([C:5]1[CH:10]=[CH:9][CH:8]=[CH:7][CH:6]=1)[CH2:3][OH:4].[C:11](O)(=[O:16])[CH2:12][CH2:13][CH:14]=[CH2:15]. The catalyst is CN(C=O)C. The product is [OH:4][CH2:3][C@@H:2]([NH:1][C:11](=[O:16])[CH2:12][CH2:13][CH:14]=[CH2:15])[C:5]1[CH:10]=[CH:9][CH:8]=[CH:7][CH:6]=1. The yield is 0.870. (5) The reactants are [CH2:1]([C:3]1([CH2:22][CH3:23])[C:8]2[CH:9]=[C:10]([C:13]3[N:17]([CH3:18])[C:16]([C:19]#[N:20])=[CH:15][CH:14]=3)[CH:11]=[CH:12][C:7]=2[NH:6][C:5](=O)[O:4]1)[CH3:2].COC1C=CC(P2(SP(C3C=CC(OC)=CC=3)(=S)S2)=[S:33])=CC=1.C(=O)([O-])[O-].[Na+].[Na+]. The catalyst is C1(C)C=CC=CC=1. The product is [CH2:1]([C:3]1([CH2:22][CH3:23])[C:8]2[CH:9]=[C:10]([C:13]3[N:17]([CH3:18])[C:16]([C:19]#[N:20])=[CH:15][CH:14]=3)[CH:11]=[CH:12][C:7]=2[NH:6][C:5](=[S:33])[O:4]1)[CH3:2]. The yield is 0.0800. (6) The reactants are C([C:3]1[CH:4]=[CH:5][CH:6]=[C:7]2[C:12]=1[N:11]=[C:10]([C:13]1([C:16]3[CH:21]=[CH:20][CH:19]=[CH:18][CH:17]=3)[CH2:15][CH2:14]1)[C:9]([OH:22])=[C:8]2[C:23]([OH:25])=[O:24])C.[CH2:26](C1C=C2C(=CC=1)NC(=O)C2=O)[CH3:27]. No catalyst specified. The product is [CH2:26]([C:5]1[CH:6]=[C:7]2[C:12](=[CH:3][CH:4]=1)[N:11]=[C:10]([C:13]1([C:16]3[CH:21]=[CH:20][CH:19]=[CH:18][CH:17]=3)[CH2:14][CH2:15]1)[C:9]([OH:22])=[C:8]2[C:23]([OH:25])=[O:24])[CH3:27]. The yield is 0.180.